This data is from Full USPTO retrosynthesis dataset with 1.9M reactions from patents (1976-2016). The task is: Predict the reactants needed to synthesize the given product. Given the product [CH2:13]([O:15][C:16](=[O:22])[CH:17]([O:18][CH2:19][CH3:20])[N:5]1[CH:6]=[CH:7][CH:8]=[C:9]([N+:10]([O-:12])=[O:11])[C:4]1=[O:3])[CH3:14], predict the reactants needed to synthesize it. The reactants are: [H-].[Na+].[OH:3][C:4]1[C:9]([N+:10]([O-:12])=[O:11])=[CH:8][CH:7]=[CH:6][N:5]=1.[CH2:13]([O:15][C:16](=[O:22])[CH:17](Cl)[O:18][CH2:19][CH3:20])[CH3:14].